Dataset: Full USPTO retrosynthesis dataset with 1.9M reactions from patents (1976-2016). Task: Predict the reactants needed to synthesize the given product. (1) Given the product [CH:1]1([CH2:4][N:5]2[C:9]3[CH:10]=[CH:11][C:12]([C:16]4[CH:21]=[CH:20][C:19]([CH2:22][N:23]5[CH2:27][C:26](=[O:28])[N:25]([CH3:29])[C:24]5=[O:30])=[CH:18][CH:17]=4)=[C:13]([CH2:14][OH:15])[C:8]=3[N:7]=[N:6]2)[CH2:3][CH2:2]1, predict the reactants needed to synthesize it. The reactants are: [CH:1]1([CH2:4][N:5]2[C:9]3[CH:10]=[CH:11][C:12]([C:16]4[CH:21]=[CH:20][C:19]([CH2:22][N:23]5[CH2:27][C:26](=[O:28])[N:25]([CH3:29])[C:24]5=[O:30])=[CH:18][CH:17]=4)=[C:13]([CH:14]=[O:15])[C:8]=3[N:7]=[N:6]2)[CH2:3][CH2:2]1.[BH4-].[Na+].O. (2) Given the product [CH3:33][Si:32]([CH3:34])([CH:7]1[C:6]2[C:10](=[C:11]([C:14]3[CH:15]=[CH:16][CH:17]=[CH:18][CH:19]=3)[C:12]3[CH2:13][C:2]([CH3:1])=[CH:3][C:4]=3[C:5]=2[C:20]2[CH:21]=[CH:22][CH:23]=[CH:24][CH:25]=2)[CH2:9][CH2:8]1)[CH:35]1[C:43]2[C:38](=[C:39]([C:44]3[CH:45]=[CH:46][C:47]([C:50]([CH3:51])([CH3:52])[CH3:53])=[CH:48][CH:49]=3)[CH:40]=[CH:41][CH:42]=2)[CH:37]=[C:36]1[CH:54]([CH3:55])[CH3:56], predict the reactants needed to synthesize it. The reactants are: [CH3:1][C:2]1[CH2:3][C:4]2[C:5]([C:20]3[CH:25]=[CH:24][CH:23]=[CH:22][CH:21]=3)=[C:6]3[C:10](=[C:11]([C:14]4[CH:19]=[CH:18][CH:17]=[CH:16][CH:15]=4)[C:12]=2[CH:13]=1)[CH2:9][CH2:8][CH2:7]3.C([Li])CCC.Cl[Si:32]([CH:35]1[C:43]2[C:38](=[C:39]([C:44]3[CH:49]=[CH:48][C:47]([C:50]([CH3:53])([CH3:52])[CH3:51])=[CH:46][CH:45]=3)[CH:40]=[CH:41][CH:42]=2)[CH:37]=[C:36]1[CH:54]([CH3:56])[CH3:55])([CH3:34])[CH3:33].[Cl-].[NH4+].